From a dataset of Reaction yield outcomes from USPTO patents with 853,638 reactions. Predict the reaction yield, written as a fraction of the theoretical maximum amount of product (1.0 means a 100% yield; for example, 0.34 means a 34% yield). (1) The reactants are [C:1]([N:4]1[C:8]2=[N:9][C:10]3[N:11]([CH3:25])[C:12](=[O:24])[N:13]([CH2:17][CH2:18][CH2:19][CH2:20][C@@H:21]([OH:23])[CH3:22])[C:14](=[O:16])[C:15]=3[N:7]2[CH2:6][CH2:5]1)(=[O:3])[CH3:2].[CH3:26][S:27](O[S:27]([CH3:26])(=[O:29])=[O:28])(=[O:29])=[O:28].O. The catalyst is CN(C)C1C=CN=CC=1.ClCCl. The product is [C:1]([N:4]1[C:8]2=[N:9][C:10]3[N:11]([CH3:25])[C:12](=[O:24])[N:13]([CH2:17][CH2:18][CH2:19][CH2:20][C@@H:21]([O:23][S:27]([CH3:26])(=[O:29])=[O:28])[CH3:22])[C:14](=[O:16])[C:15]=3[N:7]2[CH2:6][CH2:5]1)(=[O:3])[CH3:2]. The yield is 1.00. (2) The reactants are S([O-])([O-])=O.[Na+].[Na+].[C:7]([N:10]1[C:18]2[C:13](=[CH:14][CH:15]=[CH:16][CH:17]=2)[C:12]([O:19]C(=O)C)=[CH:11]1)(=[O:9])[CH3:8]. The catalyst is O. The product is [C:7]([N:10]1[C:18]2[C:13](=[CH:14][CH:15]=[CH:16][CH:17]=2)[C:12](=[O:19])[CH2:11]1)(=[O:9])[CH3:8]. The yield is 0.710.